From a dataset of Reaction yield outcomes from USPTO patents with 853,638 reactions. Predict the reaction yield, written as a fraction of the theoretical maximum amount of product (1.0 means a 100% yield; for example, 0.34 means a 34% yield). (1) The reactants are [C:1]([C:3]1[CH:4]=[C:5]([N:9]=[C:10]=[S:11])[CH:6]=[CH:7][CH:8]=1)#[N:2].[C:12]([O:16]C)(=O)[CH2:13][SH:14].C(N(CC)CC)C. The catalyst is ClCCl. The product is [C:1]([C:3]1[CH:4]=[C:5]([N:9]2[C:12](=[O:16])[CH2:13][S:14][C:10]2=[S:11])[CH:6]=[CH:7][CH:8]=1)#[N:2]. The yield is 0.780. (2) The yield is 0.970. The reactants are C[O:2][C:3]([C:5]1[CH:6]=[CH:7][C:8]2[O:12][CH2:11][C:10]([CH2:14][C:15]3[CH:20]=[CH:19][CH:18]=[CH:17][CH:16]=3)([CH3:13])[C:9]=2[CH:21]=1)=[O:4].[OH-].[Na+].C(O)C.Cl. The product is [CH2:14]([C:10]1([CH3:13])[C:9]2[CH:21]=[C:5]([C:3]([OH:4])=[O:2])[CH:6]=[CH:7][C:8]=2[O:12][CH2:11]1)[C:15]1[CH:20]=[CH:19][CH:18]=[CH:17][CH:16]=1. The catalyst is O1CCCC1.O. (3) The reactants are C([N:8]1[CH2:12][CH2:11][C:10]([C:15]2[CH:20]=[CH:19][C:18]([F:21])=[C:17]([Cl:22])[CH:16]=2)([O:13][CH3:14])[CH2:9]1)C1C=CC=CC=1.ClC(OC(Cl)C)=O. The catalyst is ClCCCl. The product is [Cl:22][C:17]1[CH:16]=[C:15]([C:10]2([O:13][CH3:14])[CH2:11][CH2:12][NH:8][CH2:9]2)[CH:20]=[CH:19][C:18]=1[F:21]. The yield is 0.530. (4) The reactants are [NH2:1][C@:2]12[CH2:9][CH:8]([F:10])[CH2:7][C@@H:6]1[C:5](=O)[N:4]([C@@H:12]([C:14]1[CH:19]=[CH:18][CH:17]=[CH:16][CH:15]=1)[CH3:13])[CH2:3]2.COCCO[AlH2-]OCCOC.[Na+].[OH-].[Na+].[C:34](O[C:34]([O:36][C:37]([CH3:40])([CH3:39])[CH3:38])=[O:35])([O:36][C:37]([CH3:40])([CH3:39])[CH3:38])=[O:35]. The catalyst is C1(C)C=CC=CC=1. The product is [C:37]([O:36][C:34]([NH:1][C@:2]12[CH2:9][CH:8]([F:10])[CH2:7][C@H:6]1[CH2:5][N:4]([C@@H:12]([C:14]1[CH:19]=[CH:18][CH:17]=[CH:16][CH:15]=1)[CH3:13])[CH2:3]2)=[O:35])([CH3:40])([CH3:39])[CH3:38]. The yield is 0.710. (5) The product is [F:20][C:18]1[CH:17]=[CH:16][N:15]=[C:14]([O:10][CH2:9][CH2:8][O:7][CH:2]2[CH2:3][CH2:4][CH2:5][CH2:6][O:1]2)[CH:19]=1. The catalyst is C1COCC1. The reactants are [O:1]1[CH2:6][CH2:5][CH2:4][CH2:3][CH:2]1[O:7][CH2:8][CH2:9][OH:10].[H-].[Na+].F[C:14]1[CH:19]=[C:18]([F:20])[CH:17]=[CH:16][N:15]=1. The yield is 0.430. (6) The reactants are [NH2:1][C:2]1[CH:3]=[C:4]([CH:21]=[CH:22][CH:23]=1)[O:5][C:6]1[CH:7]=[CH:8][C:9]2[N:10]([CH:12]=[C:13]([NH:15][C:16]([CH:18]3[CH2:20][CH2:19]3)=[O:17])[N:14]=2)[N:11]=1.[F:24][C:25]([F:36])([F:35])[C:26]1[N:31]=[C:30]([C:32](O)=[O:33])[CH:29]=[CH:28][N:27]=1.Cl.CN(C)CCCN=C=NCC.ON1C2C=CC=CC=2N=N1. The catalyst is CN(C)C=O. The product is [CH:18]1([C:16]([NH:15][C:13]2[N:14]=[C:9]3[CH:8]=[CH:7][C:6]([O:5][C:4]4[CH:3]=[C:2]([NH:1][C:32]([C:30]5[CH:29]=[CH:28][N:27]=[C:26]([C:25]([F:36])([F:24])[F:35])[N:31]=5)=[O:33])[CH:23]=[CH:22][CH:21]=4)=[N:11][N:10]3[CH:12]=2)=[O:17])[CH2:20][CH2:19]1. The yield is 0.540.